From a dataset of Catalyst prediction with 721,799 reactions and 888 catalyst types from USPTO. Predict which catalyst facilitates the given reaction. (1) Reactant: [Cl:1][C:2]1[CH:9]=[CH:8][C:5]([CH:6]=[CH2:7])=[CH:4][CH:3]=1.[N+](=[CH:12][C:13]([O:15][CH2:16][CH3:17])=[O:14])=[N-]. Product: [Cl:1][C:2]1[CH:9]=[CH:8][C:5]([CH:6]2[CH2:7][CH:12]2[C:13]([O:15][CH2:16][CH3:17])=[O:14])=[CH:4][CH:3]=1. The catalyst class is: 11. (2) Reactant: [NH2:1][C:2]1[C:7]2[C:8](=[O:22])[N:9]([C:14]3[CH:19]=[CH:18][C:17]([OH:20])=[C:16]([F:21])[CH:15]=3)[CH2:10][C@@H:11]([CH3:13])[O:12][C:6]=2[N:5]=[CH:4][N:3]=1.[F:23][C:24]([F:43])([F:42])[S:25](N(C1C=CC=CC=1)[S:25]([C:24]([F:43])([F:42])[F:23])(=[O:27])=[O:26])(=[O:27])=[O:26].C(=O)([O-])[O-].[K+].[K+]. Product: [F:23][C:24]([F:43])([F:42])[S:25]([O:20][C:17]1[CH:18]=[CH:19][C:14]([N:9]2[C:8](=[O:22])[C:7]3[C:2]([NH2:1])=[N:3][CH:4]=[N:5][C:6]=3[O:12][C@H:11]([CH3:13])[CH2:10]2)=[CH:15][C:16]=1[F:21])(=[O:27])=[O:26]. The catalyst class is: 1.